This data is from Forward reaction prediction with 1.9M reactions from USPTO patents (1976-2016). The task is: Predict the product of the given reaction. (1) Given the reactants NC1S[C:4](Br)=[C:5](C(OCP(O)(O)=O)=O)N=1.[C:16]([NH:23][C:24]1[S:25][C:26](Br)=[C:27]([C:29]([O:31][CH2:32][P:33]([O:38][CH2:39][CH3:40])([O:35][CH2:36][CH3:37])=[O:34])=[O:30])[N:28]=1)([O:18][C:19]([CH3:22])([CH3:21])[CH3:20])=[O:17].C([Sn](CCCC)(CCCC)C=C)CCC.[F-].[Na+], predict the reaction product. The product is: [C:16]([NH:23][C:24]1[S:25][C:26]([CH:4]=[CH2:5])=[C:27]([C:29]([O:31][CH2:32][P:33]([O:38][CH2:39][CH3:40])([O:35][CH2:36][CH3:37])=[O:34])=[O:30])[N:28]=1)([O:18][C:19]([CH3:22])([CH3:21])[CH3:20])=[O:17]. (2) Given the reactants Cl.Cl.C[O:4][C:5](=[O:22])[C@H:6]([CH2:8][C:9]1[CH:14]=[CH:13][C:12]([N:15]([CH2:19][CH2:20][Cl:21])[CH2:16][CH2:17][Cl:18])=[CH:11][CH:10]=1)[NH2:7], predict the reaction product. The product is: [Cl:18][CH2:17][CH2:16][N:15]([CH2:19][CH2:20][Cl:21])[C:12]1[CH:11]=[CH:10][C:9]([CH2:8][C@@H:6]([C:5]([OH:22])=[O:4])[NH2:7])=[CH:14][CH:13]=1.